Dataset: Full USPTO retrosynthesis dataset with 1.9M reactions from patents (1976-2016). Task: Predict the reactants needed to synthesize the given product. (1) Given the product [Br:1][C:2]1[CH:3]=[C:4]([CH2:8][C:9]([O:11][CH3:12])=[O:10])[CH:5]=[N:6][CH:7]=1, predict the reactants needed to synthesize it. The reactants are: [Br:1][C:2]1[CH:3]=[C:4]([CH2:8][C:9]([OH:11])=[O:10])[CH:5]=[N:6][CH:7]=1.[CH3:12][Si](C=[N+]=[N-])(C)C. (2) Given the product [NH2:10][C:9]1[CH:8]=[C:5]([CH:4]=[C:3]([O:13][CH2:14][C@@H:15]2[CH2:20][O:19][CH2:18][CH2:17][N:16]2[CH2:21][C:22]2[CH:27]=[CH:26][C:25]([O:28][CH3:29])=[CH:24][C:23]=2[O:30][CH3:31])[C:2]=1[Cl:1])[C:6]#[N:7], predict the reactants needed to synthesize it. The reactants are: [Cl:1][C:2]1[C:9]([N+:10]([O-])=O)=[CH:8][C:5]([C:6]#[N:7])=[CH:4][C:3]=1[O:13][CH2:14][C@@H:15]1[CH2:20][O:19][CH2:18][CH2:17][N:16]1[CH2:21][C:22]1[CH:27]=[CH:26][C:25]([O:28][CH3:29])=[CH:24][C:23]=1[O:30][CH3:31]. (3) Given the product [CH3:1][O:2][C:3]1[CH:4]=[CH:5][CH:6]=[C:7]2[C:12]=1[O:11][CH2:10][C:9]([C:13]([N:28]([CH3:29])[CH3:26])=[O:15])=[CH:8]2, predict the reactants needed to synthesize it. The reactants are: [CH3:1][O:2][C:3]1[CH:4]=[CH:5][CH:6]=[C:7]2[C:12]=1[O:11][CH2:10][C:9]([C:13]([OH:15])=O)=[CH:8]2.P(C#N)(OCC)(OCC)=O.[CH2:26]([N:28](CC)[CH2:29]C)C. (4) Given the product [C:17]([O:1][C:2]1[CH:11]=[C:10]([CH3:12])[C:9]([C:13]([F:14])([F:15])[F:16])=[CH:8][C:3]=1[C:4]([O:6][CH3:7])=[O:5])(=[O:19])[CH3:18], predict the reactants needed to synthesize it. The reactants are: [OH:1][C:2]1[CH:11]=[C:10]([CH3:12])[C:9]([C:13]([F:16])([F:15])[F:14])=[CH:8][C:3]=1[C:4]([O:6][CH3:7])=[O:5].[C:17](OC(=O)C)(=[O:19])[CH3:18]. (5) Given the product [F:38][C:37]([F:40])([F:39])[C:35]([OH:41])=[O:36].[C:1]1([C:7]2[C:12]([C:13]3[NH:17][N:16]=[N:15][N:14]=3)=[C:11]([C@@H:18]3[CH2:22][CH2:21][CH2:20][NH:19]3)[N:10]=[C:9]3[CH2:30][CH2:31][CH2:32][CH2:33][CH2:34][C:8]=23)[CH:2]=[CH:3][CH:4]=[CH:5][CH:6]=1, predict the reactants needed to synthesize it. The reactants are: [C:1]1([C:7]2[C:12]([C:13]3[NH:17][N:16]=[N:15][N:14]=3)=[C:11]([C@@H:18]3[CH2:22][CH2:21][CH2:20][N:19]3C(OC(C)(C)C)=O)[N:10]=[C:9]3[CH2:30][CH2:31][CH2:32][CH2:33][CH2:34][C:8]=23)[CH:6]=[CH:5][CH:4]=[CH:3][CH:2]=1.[C:35]([OH:41])([C:37]([F:40])([F:39])[F:38])=[O:36]. (6) Given the product [CH2:37]([CH:39]([N:42]1[CH2:43][CH2:44][N:45]([C:48]([C@H:50]2[CH2:54][CH2:53][N:52]([C:12]3[CH:11]=[CH:10][C:9]([C:14](=[O:30])[CH3:19])=[CH:8][CH:13]=3)[CH2:51]2)=[O:49])[CH2:46][CH2:47]1)[CH2:40][CH3:41])[CH3:38], predict the reactants needed to synthesize it. The reactants are: C1(P(C2CCCCC2)[C:8]2[CH:13]=[CH:12][CH:11]=[CH:10][C:9]=2[C:14]2[CH:19]=CC=CC=2N(C)C)CCCCC1.P([O-])([O-])([O-])=[O:30].[K+].[K+].[K+].[CH2:37]([CH:39]([N:42]1[CH2:47][CH2:46][N:45]([C:48]([C@H:50]2[CH2:54][CH2:53][NH:52][CH2:51]2)=[O:49])[CH2:44][CH2:43]1)[CH2:40][CH3:41])[CH3:38].